Predict which catalyst facilitates the given reaction. From a dataset of Catalyst prediction with 721,799 reactions and 888 catalyst types from USPTO. (1) Product: [F:20][C:21]([F:32])([F:31])[C:22]([NH:19][CH2:18][CH2:17][CH2:16][CH2:15][CH2:14][CH2:13][NH:12][C:4]1[N:3]=[N+:2]([O-:1])[C:7]2[CH:8]=[CH:9][CH:10]=[CH:11][C:6]=2[N:5]=1)=[O:23]. The catalyst class is: 2. Reactant: [O-:1][N+:2]1[C:7]2[CH:8]=[CH:9][CH:10]=[CH:11][C:6]=2[N:5]=[C:4]([NH:12][CH2:13][CH2:14][CH2:15][CH2:16][CH2:17][CH2:18][NH2:19])[N:3]=1.[F:20][C:21]([F:32])([F:31])[C:22](O[C:22](=[O:23])[C:21]([F:32])([F:31])[F:20])=[O:23].OO. (2) Reactant: [Br:1][C:2]1[CH:3]=[C:4]2[C:8](=[C:9]([CH:11]([CH3:13])[CH3:12])[CH:10]=1)[NH:7][CH:6]=[C:5]2[C:14](=O)[C:15](OCC)=[O:16].[Li+].[BH4-]. Product: [Br:1][C:2]1[CH:3]=[C:4]2[C:8](=[C:9]([CH:11]([CH3:13])[CH3:12])[CH:10]=1)[NH:7][CH:6]=[C:5]2[CH2:14][CH2:15][OH:16]. The catalyst class is: 1. (3) Reactant: [ClH:1].[F:2][C:3]1[CH:8]=[C:7]([OH:9])[C:6]([F:10])=[CH:5][C:4]=1[CH:11]([OH:27])[CH2:12][N:13]1[CH2:18][CH2:17][C:16]([C:20]2[CH:25]=[CH:24][CH:23]=[C:22]([F:26])[CH:21]=2)([OH:19])[CH2:15][CH2:14]1. Product: [ClH:1].[F:2][C:3]1[CH:8]=[C:7]([OH:9])[C:6]([F:10])=[CH:5][C:4]=1[CH:11]([OH:27])[CH2:12][N:13]1[CH2:18][CH2:17][C:16]([C:20]2[CH:25]=[CH:24][CH:23]=[C:22]([F:26])[CH:21]=2)([OH:19])[CH2:15][CH2:14]1. The catalyst class is: 370. (4) Reactant: [CH2:1]([N:8]1[CH2:12][CH2:11][C@@H:10](O)[CH2:9]1)[C:2]1[CH:7]=[CH:6][CH:5]=[CH:4][CH:3]=1.C(N(C(C)C)CC)(C)C.FC(F)(F)S(O)(=O)=O.[CH3:31][O:32][C:33]1[CH:34]=[C:35]([C@H:39]([NH2:41])[CH3:40])[CH:36]=[CH:37][CH:38]=1.C(=O)(O)[O-].[Na+]. Product: [CH2:1]([N:8]1[CH2:12][CH2:11][C@H:10]([NH:41][C@@H:39]([C:35]2[CH:36]=[CH:37][CH:38]=[C:33]([O:32][CH3:31])[CH:34]=2)[CH3:40])[CH2:9]1)[C:2]1[CH:7]=[CH:6][CH:5]=[CH:4][CH:3]=1. The catalyst class is: 366. (5) Reactant: [CH2:1]([OH:8])[C:2]([NH2:7])([CH2:5][OH:6])[CH2:3][OH:4].[CH2:9]1[O:12][CH:10]1[CH3:11]. Product: [OH:8][CH2:1][C:2]([NH:7][CH2:9][CH:10]([OH:12])[CH3:11])([CH2:5][OH:6])[CH2:3][OH:4]. The catalyst class is: 6. (6) Reactant: [O:1]1[C:5]2[CH:6]=[CH:7][C:8]([CH2:10][C:11]3O[C:13](=O)[C:14]4[CH:20]=[CH:19][C:18]([S:21]([NH2:24])(=[O:23])=[O:22])=[CH:17][C:15]=4[N:16]=3)=[CH:9][C:4]=2[O:3][CH2:2]1.C(=O)(O)O.[NH2:30][NH:31][C:32]([NH2:34])=[NH:33]. Product: [NH2:34][C:32]1[N:33]=[C:13]2[N:30]([C:11]([CH2:10][C:8]3[CH:7]=[CH:6][C:5]4[O:1][CH2:2][O:3][C:4]=4[CH:9]=3)=[N:16][C:15]3[CH:17]=[C:18]([S:21]([NH2:24])(=[O:23])=[O:22])[CH:19]=[CH:20][C:14]=32)[N:31]=1. The catalyst class is: 17.